From a dataset of Peptide-MHC class I binding affinity with 185,985 pairs from IEDB/IMGT. Regression. Given a peptide amino acid sequence and an MHC pseudo amino acid sequence, predict their binding affinity value. This is MHC class I binding data. The peptide sequence is YLLVKWIRK. The MHC is HLA-A31:01 with pseudo-sequence HLA-A31:01. The binding affinity (normalized) is 0.477.